From a dataset of Forward reaction prediction with 1.9M reactions from USPTO patents (1976-2016). Predict the product of the given reaction. (1) Given the reactants [CH:1]1([S:4]([N:7]2[CH2:12][CH2:11][CH:10]([CH2:13][CH2:14][O:15][C:16]3[CH:17]=[C:18]([CH:22]=[CH:23][CH:24]=3)[C:19]([OH:21])=O)[CH2:9][CH2:8]2)(=[O:6])=[O:5])[CH2:3][CH2:2]1.[NH2:25][CH:26]1[CH:33]2[CH2:34][C:29]3([CH2:36][OH:37])[CH2:30][CH:31]([CH2:35][CH:27]1[CH2:28]3)[CH2:32]2, predict the reaction product. The product is: [CH:1]1([S:4]([N:7]2[CH2:12][CH2:11][CH:10]([CH2:13][CH2:14][O:15][C:16]3[CH:17]=[C:18]([CH:22]=[CH:23][CH:24]=3)[C:19]([NH:25][CH:26]3[CH:27]4[CH2:35][CH:31]5[CH2:30][C:29]([CH2:36][OH:37])([CH2:34][CH:33]3[CH2:32]5)[CH2:28]4)=[O:21])[CH2:9][CH2:8]2)(=[O:6])=[O:5])[CH2:3][CH2:2]1. (2) Given the reactants [CH3:1][S:2](Cl)(=[O:4])=[O:3].[C:6]([NH:10][C:11](=[O:23])[C:12]1[CH:17]=[CH:16][CH:15]=[C:14]([CH:18]([OH:22])[CH:19](C)[CH3:20])[CH:13]=1)([CH3:9])([CH3:8])[CH3:7], predict the reaction product. The product is: [CH3:1][S:2]([O:22][CH:18]([C:14]1[CH:15]=[CH:16][CH:17]=[C:12]([C:11](=[O:23])[NH:10][C:6]([CH3:9])([CH3:8])[CH3:7])[CH:13]=1)[CH2:19][CH3:20])(=[O:4])=[O:3]. (3) Given the reactants CS([O:5][CH2:6][CH:7]1[CH2:12][CH2:11][N:10]([C:13]([O:15][C:16]([CH3:19])([CH3:18])[CH3:17])=[O:14])[CH2:9][CH2:8]1)(=O)=O.[Cl:20][C:21]1[N:26]=[CH:25][C:24](O)=[CH:23][CH:22]=1.C([O-])([O-])=O.[Cs+].[Cs+].O, predict the reaction product. The product is: [Cl:20][C:21]1[N:26]=[CH:25][C:24]([O:5][CH2:6][CH:7]2[CH2:12][CH2:11][N:10]([C:13]([O:15][C:16]([CH3:19])([CH3:18])[CH3:17])=[O:14])[CH2:9][CH2:8]2)=[CH:23][CH:22]=1. (4) Given the reactants [F:1][C:2]([F:35])([CH3:34])[C:3]([NH:5][C@@H:6]([CH3:33])[C@H:7]([O:14][C:15]1[CH:16]=[C:17]2[C:21](=[CH:22][CH:23]=1)[N:20]([C:24]1[CH:25]=[C:26]([CH:30]=[CH:31][CH:32]=1)[C:27]([NH2:29])=[O:28])[N:19]=[CH:18]2)[C:8]1[CH:13]=[CH:12][CH:11]=[CH:10][CH:9]=1)=[O:4].Cl.N[CH2:38][CH2:39][C:40]([NH2:42])=[O:41], predict the reaction product. The product is: [NH2:42][C:40](=[O:41])[CH2:39][CH2:38][NH:29][C:27](=[O:28])[C:26]1[CH:30]=[CH:31][CH:32]=[C:24]([N:20]2[C:21]3[C:17](=[CH:16][C:15]([O:14][C@H:7]([C:8]4[CH:9]=[CH:10][CH:11]=[CH:12][CH:13]=4)[C@@H:6]([NH:5][C:3](=[O:4])[C:2]([F:1])([F:35])[CH3:34])[CH3:33])=[CH:23][CH:22]=3)[CH:18]=[N:19]2)[CH:25]=1. (5) Given the reactants [Cl:1][C:2]1[CH:16]=[CH:15][C:5]([CH2:6][NH:7][C:8]2[CH:13]=[CH:12][CH:11]=[CH:10][C:9]=2[I:14])=[CH:4][CH:3]=1.C(N(CC)CC)C.[C:24](O[C:24]([O:26][C:27]([CH3:30])([CH3:29])[CH3:28])=[O:25])([O:26][C:27]([CH3:30])([CH3:29])[CH3:28])=[O:25], predict the reaction product. The product is: [Cl:1][C:2]1[CH:16]=[CH:15][C:5]([CH2:6][N:7]([C:8]2[CH:13]=[CH:12][CH:11]=[CH:10][C:9]=2[I:14])[C:24](=[O:25])[O:26][C:27]([CH3:30])([CH3:29])[CH3:28])=[CH:4][CH:3]=1.